From a dataset of Peptide-MHC class I binding affinity with 185,985 pairs from IEDB/IMGT. Regression. Given a peptide amino acid sequence and an MHC pseudo amino acid sequence, predict their binding affinity value. This is MHC class I binding data. (1) The peptide sequence is MATMLEYVRY. The MHC is HLA-A33:01 with pseudo-sequence HLA-A33:01. The binding affinity (normalized) is 0.121. (2) The peptide sequence is SLSAYIIRV. The MHC is HLA-A33:01 with pseudo-sequence HLA-A33:01. The binding affinity (normalized) is 0.0391.